From a dataset of Catalyst prediction with 721,799 reactions and 888 catalyst types from USPTO. Predict which catalyst facilitates the given reaction. Reactant: Cl.[NH2:2][C:3]([NH2:5])=[NH:4].C[O-:7].[Na+].[N:9]1[C:18]2[C:13](=[C:14]([N:19]3[C:23]([CH:24]4[CH2:26][CH2:25]4)=[C:22]([C:27]([O:29]CC)=[O:28])[CH:21]=[N:20]3)[CH:15]=[CH:16][CH:17]=2)[CH:12]=[CH:11][CH:10]=1. Product: [OH2:28].[OH2:7].[N:9]1[C:18]2[C:13](=[C:14]([N:19]3[C:23]([CH:24]4[CH2:25][CH2:26]4)=[C:22]([C:27]([NH:4][C:3]([NH2:5])=[NH:2])=[O:29])[CH:21]=[N:20]3)[CH:15]=[CH:16][CH:17]=2)[CH:12]=[CH:11][CH:10]=1. The catalyst class is: 8.